This data is from NCI-60 drug combinations with 297,098 pairs across 59 cell lines. The task is: Regression. Given two drug SMILES strings and cell line genomic features, predict the synergy score measuring deviation from expected non-interaction effect. Drug 1: C1=CC(=C2C(=C1NCCNCCO)C(=O)C3=C(C=CC(=C3C2=O)O)O)NCCNCCO. Drug 2: CN(C)C1=NC(=NC(=N1)N(C)C)N(C)C. Cell line: A498. Synergy scores: CSS=26.4, Synergy_ZIP=1.24, Synergy_Bliss=-0.529, Synergy_Loewe=-33.0, Synergy_HSA=-4.03.